Dataset: Full USPTO retrosynthesis dataset with 1.9M reactions from patents (1976-2016). Task: Predict the reactants needed to synthesize the given product. (1) Given the product [O:8]1[CH2:9][CH2:10][CH2:11][CH2:12][CH:7]1[O:6][C:5]1[CH:13]=[CH:14][C:2]([C:20]2[CH:21]=[CH:22][C:17]([CH:15]=[O:16])=[CH:18][CH:19]=2)=[CH:3][CH:4]=1, predict the reactants needed to synthesize it. The reactants are: Br[C:2]1[CH:14]=[CH:13][C:5]([O:6][CH:7]2[CH2:12][CH2:11][CH2:10][CH2:9][O:8]2)=[CH:4][CH:3]=1.[CH:15]([C:17]1[CH:22]=[CH:21][C:20](B(O)O)=[CH:19][CH:18]=1)=[O:16].P([O-])([O-])([O-])=O.[K+].[K+].[K+].C(OCC)(=O)C. (2) Given the product [I:13][C:2]1[N:7]=[N:6][CH:5]=[C:4]([C:8]([O:10][CH3:11])=[O:9])[CH:3]=1, predict the reactants needed to synthesize it. The reactants are: Cl[C:2]1[N:7]=[N:6][CH:5]=[C:4]([C:8]([O:10][CH3:11])=[O:9])[CH:3]=1.[Na+].[I-:13].C([O-])(O)=O.[Na+]. (3) Given the product [CH3:1][C:2]1[C:6]([CH3:7])=[C:5]([NH:8][S:14]([C:13]2[O:9][C:10]3[CH:21]=[CH:20][CH:19]=[CH:18][C:11]=3[CH:12]=2)(=[O:15])=[O:16])[O:4][N:3]=1, predict the reactants needed to synthesize it. The reactants are: [CH3:1][C:2]1[C:6]([CH3:7])=[C:5]([NH2:8])[O:4][N:3]=1.[O:9]1[C:13]([S:14](Cl)(=[O:16])=[O:15])=[CH:12][C:11]2[CH:18]=[CH:19][CH:20]=[CH:21][C:10]1=2. (4) Given the product [C:1]([O:5][C:6](=[O:24])[NH:7][C:8]1[CH:13]=[C:12]([O:14][CH2:15][CH2:16][O:17][CH3:18])[C:11]([C:19]([F:22])([F:21])[F:20])=[CH:10][C:9]=1[NH:23][C:30](=[O:29])[CH2:31][C:32]([C:34]1[CH:39]=[CH:38][CH:37]=[C:36]([C:40]2[CH:45]=[CH:44][N:43]=[C:42]([CH3:46])[CH:41]=2)[CH:35]=1)=[O:33])([CH3:4])([CH3:2])[CH3:3], predict the reactants needed to synthesize it. The reactants are: [C:1]([O:5][C:6](=[O:24])[NH:7][C:8]1[CH:13]=[C:12]([O:14][CH2:15][CH2:16][O:17][CH3:18])[C:11]([C:19]([F:22])([F:21])[F:20])=[CH:10][C:9]=1[NH2:23])([CH3:4])([CH3:3])[CH3:2].C([O:29][C:30](=O)[CH2:31][C:32]([C:34]1[CH:39]=[CH:38][CH:37]=[C:36]([C:40]2[CH:45]=[CH:44][N:43]=[C:42]([CH3:46])[CH:41]=2)[CH:35]=1)=[O:33])(C)(C)C. (5) Given the product [Cl:25][C:22]1[CH:21]=[C:4]([CH:3]=[C:2]([Cl:1])[C:23]=1[Cl:24])[CH2:5][N:6]1[CH:10]=[C:9]([N:11]2[CH:15]=[C:14]([C:16]3[N:20]=[N:19][N:18]([CH2:27][C:28]([O:30][CH2:31][CH3:32])=[O:29])[N:17]=3)[CH:13]=[N:12]2)[N:8]=[N:7]1, predict the reactants needed to synthesize it. The reactants are: [Cl:1][C:2]1[CH:3]=[C:4]([CH:21]=[C:22]([Cl:25])[C:23]=1[Cl:24])[CH2:5][N:6]1[CH:10]=[C:9]([N:11]2[CH:15]=[C:14]([C:16]3[N:17]=[N:18][NH:19][N:20]=3)[CH:13]=[N:12]2)[N:8]=[N:7]1.Br[CH2:27][C:28]([O:30][CH2:31][CH3:32])=[O:29].